Dataset: In vitro SARS-CoV-2 activity screen of 1,480 approved drugs from Prestwick library. Task: Binary Classification. Given a drug SMILES string, predict its activity (active/inactive) in a high-throughput screening assay against a specified biological target. (1) The result is 1 (active). The drug is CN1CCN2c3ncccc3Cc3ccccc3C2C1. (2) The molecule is COc1ccc2cc(CCC(C)=O)ccc2c1. The result is 1 (active). (3) The drug is CC(=O)N[C@@H](CS)C(=O)O. The result is 0 (inactive). (4) The compound is Oc1cc(Cl)ccc1Oc1ccc(Cl)cc1Cl. The result is 0 (inactive).